From a dataset of NCI-60 drug combinations with 297,098 pairs across 59 cell lines. Regression. Given two drug SMILES strings and cell line genomic features, predict the synergy score measuring deviation from expected non-interaction effect. (1) Drug 1: CNC(=O)C1=CC=CC=C1SC2=CC3=C(C=C2)C(=NN3)C=CC4=CC=CC=N4. Drug 2: C1=CC(=CC=C1CCCC(=O)O)N(CCCl)CCCl. Cell line: SW-620. Synergy scores: CSS=19.8, Synergy_ZIP=-5.20, Synergy_Bliss=-5.60, Synergy_Loewe=-6.94, Synergy_HSA=-6.39. (2) Drug 1: CC1=CC2C(CCC3(C2CCC3(C(=O)C)OC(=O)C)C)C4(C1=CC(=O)CC4)C. Drug 2: C1C(C(OC1N2C=NC(=NC2=O)N)CO)O. Cell line: SF-268. Synergy scores: CSS=0.189, Synergy_ZIP=3.57, Synergy_Bliss=6.85, Synergy_Loewe=-3.50, Synergy_HSA=0.749. (3) Drug 1: COC1=CC(=CC(=C1O)OC)C2C3C(COC3=O)C(C4=CC5=C(C=C24)OCO5)OC6C(C(C7C(O6)COC(O7)C8=CC=CS8)O)O. Drug 2: C1CN1P(=S)(N2CC2)N3CC3. Cell line: MDA-MB-231. Synergy scores: CSS=33.3, Synergy_ZIP=-9.28, Synergy_Bliss=-8.31, Synergy_Loewe=-4.57, Synergy_HSA=-3.67. (4) Drug 1: CC(C)CN1C=NC2=C1C3=CC=CC=C3N=C2N. Drug 2: CC1C(C(CC(O1)OC2CC(CC3=C2C(=C4C(=C3O)C(=O)C5=C(C4=O)C(=CC=C5)OC)O)(C(=O)CO)O)N)O.Cl. Cell line: RXF 393. Synergy scores: CSS=43.2, Synergy_ZIP=-0.489, Synergy_Bliss=1.19, Synergy_Loewe=-10.5, Synergy_HSA=0.821. (5) Drug 1: C1C(C(OC1N2C=NC3=C(N=C(N=C32)Cl)N)CO)O. Drug 2: CC1CCC2CC(C(=CC=CC=CC(CC(C(=O)C(C(C(=CC(C(=O)CC(OC(=O)C3CCCCN3C(=O)C(=O)C1(O2)O)C(C)CC4CCC(C(C4)OC)O)C)C)O)OC)C)C)C)OC. Cell line: U251. Synergy scores: CSS=20.4, Synergy_ZIP=-5.33, Synergy_Bliss=-5.12, Synergy_Loewe=-9.02, Synergy_HSA=-6.13.